From a dataset of Drug-target binding data from BindingDB using IC50 measurements. Regression. Given a target protein amino acid sequence and a drug SMILES string, predict the binding affinity score between them. We predict pIC50 (pIC50 = -log10(IC50 in M); higher means more potent). Dataset: bindingdb_ic50. The drug is Cn1sc(=O)n(Cc2ccccc2)c1=O. The target protein (P02666) has sequence MKVLILACLVALALARELEELNVPGEIVESLSSSEESITRINKKIEKFQSEEQQQTEDELQDKIHPFAQTQSLVYPFPGPIPNSLPQNIPPLTQTPVVVPPFLQPEVMGVSKVKEAMAPKHKEMPFPKYPVEPFTESQSLTLTDVENLHLPLPLLQSWMHQPHQPLPPTVMFPPQSVLSLSQSKVLPVPQKAVPYPQRDMPIQAFLLYQEPVLGPVRGPFPIIV. The pIC50 is 4.0.